This data is from Full USPTO retrosynthesis dataset with 1.9M reactions from patents (1976-2016). The task is: Predict the reactants needed to synthesize the given product. (1) Given the product [CH3:22][C:23]([NH:21][C:18]1[CH:19]=[N:20][C:15]([CH2:14][CH2:13][CH2:12][C:8]2[S:7][CH:11]=[CH:10][N:9]=2)=[CH:16][CH:17]=1)([CH3:25])[C:5]#[N:6], predict the reactants needed to synthesize it. The reactants are: [Si]([C:5]#[N:6])(C)(C)C.[S:7]1[CH:11]=[CH:10][N:9]=[C:8]1[CH2:12][CH2:13][CH2:14][C:15]1[N:20]=[CH:19][C:18]([NH2:21])=[CH:17][CH:16]=1.[CH3:22][C:23]([CH3:25])=O. (2) Given the product [Cl:9][C:10]1[CH:11]=[C:12]2[C:17](=[C:18]([Cl:1])[C:19]=1[OH:20])[O:16][C:15]([CH3:21])=[C:14]([C:22]1[CH:27]=[CH:26][CH:25]=[CH:24][CH:23]=1)[C:13]2=[O:30], predict the reactants needed to synthesize it. The reactants are: [Cl:1]N1C(=O)CCC1=O.[Cl:9][C:10]1[CH:11]=[C:12]2[C:17](=[CH:18][C:19]=1[OH:20])[O:16][C:15]([CH3:21])=[C:14]([C:22]1[CH:27]=[CH:26][C:25](OC)=[CH:24][CH:23]=1)[C:13]2=[O:30].O.CCCCCC.